This data is from Catalyst prediction with 721,799 reactions and 888 catalyst types from USPTO. The task is: Predict which catalyst facilitates the given reaction. (1) Reactant: [C:1]([O:5][C:6](=[O:43])[N:7]([C:16]1[CH:21]=[CH:20][C:19]([C:22]([C:24]2[C:32]3[C:27](=[N:28][CH:29]=[C:30]([Cl:33])[CH:31]=3)[N:26](S(C3C=CC=CC=3)(=O)=O)[CH:25]=2)=[O:23])=[CH:18][N:17]=1)[CH2:8][C:9]1[CH:14]=[CH:13][CH:12]=[CH:11][C:10]=1[F:15])([CH3:4])([CH3:3])[CH3:2].C(=O)([O-])[O-].[K+].[K+].O. Product: [C:1]([O:5][C:6](=[O:43])[N:7]([C:16]1[CH:21]=[CH:20][C:19]([C:22]([C:24]2[C:32]3[C:27](=[N:28][CH:29]=[C:30]([Cl:33])[CH:31]=3)[NH:26][CH:25]=2)=[O:23])=[CH:18][N:17]=1)[CH2:8][C:9]1[CH:14]=[CH:13][CH:12]=[CH:11][C:10]=1[F:15])([CH3:4])([CH3:2])[CH3:3]. The catalyst class is: 7. (2) Reactant: [CH2:1]([N:8]1[C:16]2[C:11](=[CH:12][CH:13]=[C:14]([OH:17])[CH:15]=2)[C:10]([C:18]([NH:20][CH2:21][C:22]2[CH:27]=[CH:26][C:25]([F:28])=[C:24]([F:29])[CH:23]=2)=[O:19])=[C:9]1[CH:30]([CH3:32])[CH3:31])[C:2]1[CH:7]=[CH:6][CH:5]=[CH:4][CH:3]=1.[C:33](Cl)(=[O:36])[CH2:34][CH3:35]. Product: [C:33]([O:17][C:14]1[CH:15]=[C:16]2[C:11]([C:10]([C:18](=[O:19])[NH:20][CH2:21][C:22]3[CH:27]=[CH:26][C:25]([F:28])=[C:24]([F:29])[CH:23]=3)=[C:9]([CH:30]([CH3:32])[CH3:31])[N:8]2[CH2:1][C:2]2[CH:7]=[CH:6][CH:5]=[CH:4][CH:3]=2)=[CH:12][CH:13]=1)(=[O:36])[CH2:34][CH3:35]. The catalyst class is: 17. (3) Reactant: [C:1]([OH:24])(=[O:23])[CH2:2][CH2:3][CH2:4][CH2:5][CH2:6][CH2:7][CH2:8][CH2:9][CH2:10][CH2:11][CH2:12][CH2:13][CH2:14][CH2:15][CH2:16][CH2:17][CH2:18][CH2:19][CH2:20][CH2:21][CH3:22].[OH-].[K+:26]. Product: [C:1]([O-:24])(=[O:23])[CH2:2][CH2:3][CH2:4][CH2:5][CH2:6][CH2:7][CH2:8][CH2:9][CH2:10][CH2:11][CH2:12][CH2:13][CH2:14][CH2:15][CH2:16][CH2:17][CH2:18][CH2:19][CH2:20][CH2:21][CH3:22].[K+:26]. The catalyst class is: 6.